From a dataset of Experimentally validated miRNA-target interactions with 360,000+ pairs, plus equal number of negative samples. Binary Classification. Given a miRNA mature sequence and a target amino acid sequence, predict their likelihood of interaction. (1) The miRNA is mmu-miR-684 with sequence AGUUUUCCCUUCAAGUCAA. The protein sequence of the target gene is MAARRITQETFDAVLQEKAKRYHMDASGEAVSETLQFKAQDLLRAVPRSRAEMYDDVHSDGRYSLSGSVAHSRDAGREGLRSDVFPGPSFRSSNPSISDDSYFRKECGRDLEFSHSDSRDQVIGHRKLGHFRSQDWKFALRGSWEQDFGHPVSQESSWSQEYSFGPSAVLGDFGSSRLIEKECLEKESRDYDVDHPGEADSVLRGGSQVQARGRALNIVDQEGSLLGKGETQGLLTAKGGVGKLVTLRNVSTKKIPTVNRITPKTQGTNQIQKNTPSPDVTLGTNPGTEDIQFPIQKIPL.... Result: 0 (no interaction). (2) The miRNA is hsa-miR-6513-5p with sequence UUUGGGAUUGACGCCACAUGUCU. The protein sequence of the target gene is MVKLFIGNLPREATEQEIRSLFEQYGKVLECDIIKNYGFVHIEDKTAAEDAIRNLHHYKLHGVNINVEASKNKSKASTKLHVGNISPTCTNQELRAKFEEYGPVIECDIVKDYAFVHMERAEDAVEAIRGLDNTEFQGKRMHVQLSTSRLRTAPGMGDQSGCYRCGKEGHWSKECPIDRSGRVADLTEQYNEQYGAVRTPYTMSYGDSLYYNNTYGALDAYYKRCRAARSYEAVAAAAASAYSNYAEQTLSQLPQVQNTAMASHLTSTSLDPYNRHLLPPSGAAAAAAAAAACTAASTSY.... Result: 0 (no interaction). (3) Result: 0 (no interaction). The miRNA is hsa-miR-6871-3p with sequence CAGCACCCUGUGGCUCCCACAG. The protein sequence of the target gene is MWLRLGPPSLSLSPKPTVGRSLCLTLWFLSLALRASTQAPAPTVNTHFGKLRGARVPLPSEILGPVDQYLGVPYAAPPIGEKRFLPPEPPPSWSGIRNATHFPPVCPQNIHTAVPEVMLPVWFTANLDIVATYIQEPNEDCLYLNVYVPTEDVKRISKECARKPNKKICRKGGSGAKKQGEDLADNDGDEDEDIRDSGAKPVMVYIHGGSYMEGTGNMIDGSILASYGNVIVITLNYRVGVLGFLSTGDQAAKGNYGLLDQIQALRWVSENIAFFGGDPRRITVFGSGIGASCVSLLTLS.... (4) Result: 1 (interaction). The miRNA is hsa-miR-6086 with sequence GGAGGUUGGGAAGGGCAGAG. The protein sequence of the target gene is MMGDYRLPDHPQPMEILNLYLGDSLEPHPGECPRETCSHEDPPEPFEEQTWATDPPEPTRQNVPPWGSGVELTHLGSWVHQDGLEPCQEQTRATDPPESTRQDAPPWGSGVELTHLGSPSAQREHRQNTASPGSPVNSHLPGSPKQNRSTSTQVVFWAGILQAQMCVLDLEEELEKTEGLKAGLKCCLPTPPVDLPGDTGLHSSPPENEDSGEDSSEPEGEGQAWLREGTPDSSPQWGAEEESMFFSNPLFLASPCSENSASGECFSWGASDSHAGVRTGPESPATLEPPLPEDTVLWEL....